Dataset: Forward reaction prediction with 1.9M reactions from USPTO patents (1976-2016). Task: Predict the product of the given reaction. (1) The product is: [F:1][C:2]1[CH:7]=[C:6]([F:8])[CH:5]=[CH:4][C:3]=1[N:9]1[CH:18]([CH2:19][CH2:20][C:21](=[O:22])[N:23]2[CH2:28][CH2:27][NH:26][CH2:25][CH2:24]2)[C:17]2[C:13]3=[C:14]([C:36](=[O:40])[N:37]([CH3:39])[CH:38]=[C:12]3[C:11]3[CH:41]=[C:42]([CH2:45][S:46]([CH3:49])(=[O:47])=[O:48])[CH:43]=[CH:44][C:10]1=3)[NH:15][CH:16]=2. Given the reactants [F:1][C:2]1[CH:7]=[C:6]([F:8])[CH:5]=[CH:4][C:3]=1[N:9]1[CH:18]([CH2:19][CH2:20][C:21]([N:23]2[CH2:28][CH2:27][N:26](C(OC(C)(C)C)=O)[CH2:25][CH2:24]2)=[O:22])[C:17]2[C:13]3=[C:14]([C:36](=[O:40])[N:37]([CH3:39])[CH:38]=[C:12]3[C:11]3[CH:41]=[C:42]([CH2:45][S:46]([CH3:49])(=[O:48])=[O:47])[CH:43]=[CH:44][C:10]1=3)[NH:15][CH:16]=2.FC(F)(F)C(O)=O, predict the reaction product. (2) Given the reactants S(=O)(=O)(O)O.[O:6]=[C:7]1[CH2:12][CH2:11][C@@H:10]([C:13]([OH:15])=[O:14])[C@H:9]([C:16]2[CH:21]=[CH:20][CH:19]=[CH:18][CH:17]=2)[CH2:8]1.[CH3:22][CH2:23]O, predict the reaction product. The product is: [O:6]=[C:7]1[CH2:12][CH2:11][C@@H:10]([C:13]([O:15][CH2:22][CH3:23])=[O:14])[C@H:9]([C:16]2[CH:17]=[CH:18][CH:19]=[CH:20][CH:21]=2)[CH2:8]1. (3) The product is: [CH:38]1([CH2:37][CH2:36][CH2:35][O:34][C:31]2[CH:32]=[CH:33][C:28]([CH2:27][CH2:26][CH2:25][O:22][C:21]3[CH:20]=[CH:19][C:14]([C:15]([O:17][CH3:18])=[O:16])=[CH:13][C:12]=3[C:10]([N:8]3[CH2:7][CH:6]([CH2:5][C:4]([O:3][CH2:1][CH3:2])=[O:23])[CH2:9]3)=[O:11])=[CH:29][CH:30]=2)[CH2:39][CH2:40][CH2:41][CH2:42][CH2:43]1. Given the reactants [CH2:1]([O:3][C:4](=[O:23])[CH2:5][CH:6]1[CH2:9][N:8]([C:10]([C:12]2[CH:13]=[C:14]([CH:19]=[CH:20][C:21]=2[OH:22])[C:15]([O:17][CH3:18])=[O:16])=[O:11])[CH2:7]1)[CH3:2].Br[CH2:25][CH2:26][CH2:27][C:28]1[CH:33]=[CH:32][C:31]([O:34][CH2:35][CH2:36][CH2:37][CH:38]2[CH2:43][CH2:42][CH2:41][CH2:40][CH2:39]2)=[CH:30][CH:29]=1, predict the reaction product. (4) Given the reactants [N:1]1[C:13]2[C:12]3[CH2:11][CH2:10][CH2:9][CH2:8][C:7]=3[NH:6][C:5]=2[N:4]=[CH:3][CH:2]=1.C1C(=O)N([Br:21])C(=O)C1, predict the reaction product. The product is: [Br:21][C:2]1[CH:3]=[N:4][C:5]2[NH:6][C:7]3[CH2:8][CH2:9][CH2:10][CH2:11][C:12]=3[C:13]=2[N:1]=1. (5) Given the reactants [Br:1][C:2]1[C:3]([F:22])=[CH:4][C:5]2[O:11][CH2:10][CH2:9][N:8]3[C:12]([C:18]([OH:20])=O)=[C:13]([C:15](=[O:17])[NH2:16])[N:14]=[C:7]3[C:6]=2[CH:21]=1.Cl.[NH2:24][CH2:25][C:26]#[N:27], predict the reaction product. The product is: [Br:1][C:2]1[C:3]([F:22])=[CH:4][C:5]2[O:11][CH2:10][CH2:9][N:8]3[C:12]([C:18]([NH:27][CH2:26][C:25]#[N:24])=[O:20])=[C:13]([C:15]([NH2:16])=[O:17])[N:14]=[C:7]3[C:6]=2[CH:21]=1. (6) Given the reactants [C:1]([C:4]1[CH:5]=[C:6]([CH:17]=[CH:18][CH:19]=1)[CH2:7][CH:8]([C:14](=O)[CH3:15])[C:9]([O:11]CC)=O)(=[O:3])[CH3:2].Cl.[C:21](=[NH:26])([NH2:25])[CH2:22][CH2:23][CH3:24].C[O-].[Na+].CO, predict the reaction product. The product is: [C:1]([C:4]1[CH:5]=[C:6]([CH:17]=[CH:18][CH:19]=1)[CH2:7][C:8]1[C:9](=[O:11])[NH:26][C:21]([CH2:22][CH2:23][CH3:24])=[N:25][C:14]=1[CH3:15])(=[O:3])[CH3:2]. (7) Given the reactants [O:1]1[CH2:6][CH2:5][N:4]([CH2:7][C@H:8]2[CH2:13][CH2:12][C@H:11]([NH:14]C(=O)OCC3C=CC=CC=3)[CH2:10][CH2:9]2)[CH2:3][CH2:2]1.CCO, predict the reaction product. The product is: [O:1]1[CH2:2][CH2:3][N:4]([CH2:7][C@H:8]2[CH2:13][CH2:12][C@H:11]([NH2:14])[CH2:10][CH2:9]2)[CH2:5][CH2:6]1. (8) Given the reactants [F:1][C:2]1[CH:7]=[CH:6][CH:5]=[C:4]([F:8])[C:3]=1[N:9]1[C:14]2[N:15]=[C:16]([O:27][CH2:28][CH2:29][NH:30]C(OC(C)(C)C)=O)[N:17]=[C:18]([C:19]3[CH:24]=[CH:23][C:22]([F:25])=[CH:21][C:20]=3[CH3:26])[C:13]=2[CH:12]=[CH:11][C:10]1=[O:38].C(O)(C(F)(F)F)=O, predict the reaction product. The product is: [F:1][C:2]1[CH:7]=[CH:6][CH:5]=[C:4]([F:8])[C:3]=1[N:9]1[C:14]2[N:15]=[C:16]([O:27][CH2:28][CH2:29][NH2:30])[N:17]=[C:18]([C:19]3[CH:24]=[CH:23][C:22]([F:25])=[CH:21][C:20]=3[CH3:26])[C:13]=2[CH:12]=[CH:11][C:10]1=[O:38].